The task is: Predict the reactants needed to synthesize the given product.. This data is from Full USPTO retrosynthesis dataset with 1.9M reactions from patents (1976-2016). (1) Given the product [CH3:22][O:21][CH:20]([O:23][CH3:24])[C:17]1[CH:18]=[CH:19][C:14]([O:13][C:11]2[N:10]([CH2:25][CH3:26])[N:9]=[C:8]([C:4]3[CH:3]=[C:2]([C:34]4([NH:33][S:31]([C:28]([CH3:30])([CH3:29])[CH3:27])=[O:32])[CH2:37][O:36][CH2:35]4)[CH:7]=[CH:6][CH:5]=3)[CH:12]=2)=[CH:15][CH:16]=1, predict the reactants needed to synthesize it. The reactants are: Br[C:2]1[CH:3]=[C:4]([C:8]2[CH:12]=[C:11]([O:13][C:14]3[CH:19]=[CH:18][C:17]([CH:20]([O:23][CH3:24])[O:21][CH3:22])=[CH:16][CH:15]=3)[N:10]([CH2:25][CH3:26])[N:9]=2)[CH:5]=[CH:6][CH:7]=1.[CH3:27][C:28]([S:31]([N:33]=[C:34]1[CH2:37][O:36][CH2:35]1)=[O:32])([CH3:30])[CH3:29]. (2) Given the product [F:1][C:2]([F:19])([C:8]1([OH:18])[CH:9]2[CH2:17][CH:13]3[CH2:12][CH:11]([CH2:16][CH:15]1[CH2:14]3)[CH2:10]2)[C:3]([O-:5])=[O:4].[F:24][C:25]1[CH:30]=[CH:29][C:28]([S+:31]([C:38]2[CH:39]=[CH:40][CH:41]=[CH:42][CH:43]=2)[C:32]2[CH:37]=[CH:36][CH:35]=[CH:34][CH:33]=2)=[CH:27][CH:26]=1, predict the reactants needed to synthesize it. The reactants are: [F:1][C:2]([F:19])([C:8]1([OH:18])[CH:15]2[CH2:16][CH:11]3[CH2:12][CH:13]([CH2:17][CH:9]1[CH2:10]3)[CH2:14]2)[C:3]([O:5]CC)=[O:4].[OH-].[Na+].Cl.[Cl-].[F:24][C:25]1[CH:30]=[CH:29][C:28]([S+:31]([C:38]2[CH:43]=[CH:42][CH:41]=[CH:40][CH:39]=2)[C:32]2[CH:37]=[CH:36][CH:35]=[CH:34][CH:33]=2)=[CH:27][CH:26]=1. (3) Given the product [CH2:23]([O:18][CH2:17][C@@:10]12[C:9](=[O:19])[O:8][C@H:7]([C@H:5]3[CH2:4][O:3][C:2]([CH3:20])([CH3:1])[O:6]3)[C@@H:11]1[O:12][C:13]([CH3:15])([CH3:16])[O:14]2)[C:24]1[CH:29]=[CH:28][CH:27]=[CH:26][CH:25]=1, predict the reactants needed to synthesize it. The reactants are: [CH3:1][C:2]1([CH3:20])[O:6][C@@H:5]([C@@H:7]2[C@@H:11]3[O:12][C:13]([CH3:16])([CH3:15])[O:14][C@:10]3([CH2:17][OH:18])[C:9](=[O:19])[O:8]2)[CH2:4][O:3]1.[H-].[Na+].[CH2:23](Br)[C:24]1[CH:29]=[CH:28][CH:27]=[CH:26][CH:25]=1. (4) Given the product [NH2:29][C@@H:28]1[C@H:24]([NH:23][C:18]2[N:17]=[CH:16][C:15]3[C:20](=[CH:21][CH:22]=[C:13]([C:3]4[C:4]([Cl:12])=[C:5]([O:10][CH3:11])[CH:6]=[C:7]([O:8][CH3:9])[C:2]=4[Cl:1])[CH:14]=3)[N:19]=2)[CH2:25][CH:26]([C:40]([O:42][CH3:43])=[O:41])[CH2:27]1, predict the reactants needed to synthesize it. The reactants are: [Cl:1][C:2]1[C:7]([O:8][CH3:9])=[CH:6][C:5]([O:10][CH3:11])=[C:4]([Cl:12])[C:3]=1[C:13]1[CH:14]=[C:15]2[C:20](=[CH:21][CH:22]=1)[N:19]=[C:18]([NH:23][C@H:24]1[C@@H:28]([N:29]3C(=O)C4C(=CC=CC=4)C3=O)[CH2:27][C@@H:26]([C:40]([O:42][CH3:43])=[O:41])[CH2:25]1)[N:17]=[CH:16]2.O.NN. (5) Given the product [CH3:3][C:2]1[N:1]=[C:6]([C:8]2[CH:9]=[C:10]([CH:15]=[CH:16][N:17]=2)[C:11]([O:13][CH3:14])=[O:12])[O:5][N:4]=1, predict the reactants needed to synthesize it. The reactants are: [NH2:1]/[C:2](=[N:4]\[O:5][C:6]([C:8]1[CH:9]=[C:10]([CH:15]=[CH:16][N:17]=1)[C:11]([O:13][CH3:14])=[O:12])=O)/[CH3:3]. (6) Given the product [ClH:29].[O:1]1[CH2:6][CH2:5][N:4]([CH2:7][CH2:8][N:9]([C:14]2[CH:15]=[C:16]3[C:20](=[CH:21][CH:22]=2)[N:19]([CH2:23][C:24]([OH:26])=[O:25])[C:18](=[O:28])[CH2:17]3)[S:10]([CH3:13])(=[O:12])=[O:11])[CH2:3][CH2:2]1, predict the reactants needed to synthesize it. The reactants are: [O:1]1[CH2:6][CH2:5][N:4]([CH2:7][CH2:8][N:9]([C:14]2[CH:15]=[C:16]3[C:20](=[CH:21][CH:22]=2)[N:19]([CH2:23][C:24]([O:26]C)=[O:25])[C:18](=[O:28])[CH2:17]3)[S:10]([CH3:13])(=[O:12])=[O:11])[CH2:3][CH2:2]1.[ClH:29]. (7) Given the product [CH:31]1([NH:30][N:21]2[C:22]3[C:27](=[CH:26][CH:25]=[CH:24][CH:23]=3)[C:28]([OH:29])=[C:19]([C:14]3[NH:13][C:12]4[CH:36]=[CH:37][C:9]([OH:8])=[CH:10][C:11]=4[S:16](=[O:17])(=[O:18])[N:15]=3)[C:20]2=[O:35])[CH2:32][CH2:33][CH2:34]1, predict the reactants needed to synthesize it. The reactants are: C([O:8][C:9]1[CH:37]=[CH:36][C:12]2[NH:13][C:14]([C:19]3[C:20](=[O:35])[N:21]([NH:30][CH:31]4[CH2:34][CH2:33][CH2:32]4)[C:22]4[C:27]([C:28]=3[OH:29])=[CH:26][CH:25]=[CH:24][CH:23]=4)=[N:15][S:16](=[O:18])(=[O:17])[C:11]=2[CH:10]=1)C1C=CC=CC=1. (8) Given the product [CH2:1]([O:3][C:4](=[O:31])[CH2:5][C:6]1[CH:7]=[N:8][CH:9]=[C:10]([C:12]2[CH:17]=[CH:16][C:15]([C:18]([F:19])([F:20])[F:21])=[CH:14][C:13]=2[CH2:22][N:23]([C:42]([CH:39]2[CH2:41][CH2:40]2)=[O:43])[CH2:24][C:25]2[CH:30]=[CH:29][CH:28]=[CH:27][N:26]=2)[CH:11]=1)[CH3:2], predict the reactants needed to synthesize it. The reactants are: [CH2:1]([O:3][C:4](=[O:31])[CH2:5][C:6]1[CH:7]=[N:8][CH:9]=[C:10]([C:12]2[CH:17]=[CH:16][C:15]([C:18]([F:21])([F:20])[F:19])=[CH:14][C:13]=2[CH2:22][NH:23][CH2:24][C:25]2[CH:30]=[CH:29][CH:28]=[CH:27][N:26]=2)[CH:11]=1)[CH3:2].C(N(CC)CC)C.[CH:39]1([C:42](Cl)=[O:43])[CH2:41][CH2:40]1.